Dataset: Full USPTO retrosynthesis dataset with 1.9M reactions from patents (1976-2016). Task: Predict the reactants needed to synthesize the given product. (1) Given the product [Cl:5][C:6]1[CH:11]=[CH:10][CH:9]=[CH:8][C:7]=1[C:12]1[N:13]([C:20]2[CH:25]=[CH:24][C:23]([Cl:26])=[CH:22][CH:21]=2)[CH:14]=[C:15]([C:17]([Cl:3])=[O:18])[N:16]=1, predict the reactants needed to synthesize it. The reactants are: S(Cl)([Cl:3])=O.[Cl:5][C:6]1[CH:11]=[CH:10][CH:9]=[CH:8][C:7]=1[C:12]1[N:13]([C:20]2[CH:25]=[CH:24][C:23]([Cl:26])=[CH:22][CH:21]=2)[CH:14]=[C:15]([C:17](O)=[O:18])[N:16]=1. (2) Given the product [CH3:1][O:2][C:3]([C:5]1[S:6][C:7]([CH3:11])=[CH:8][C:9]=1[C:13]#[N:14])=[O:4], predict the reactants needed to synthesize it. The reactants are: [CH3:1][O:2][C:3]([C:5]1[S:6][C:7]([CH3:11])=[CH:8][C:9]=1Br)=[O:4].[Cu](C#N)[C:13]#[N:14]. (3) Given the product [O:12]=[C:1]1[C:7]2[CH:8]=[C:9]([S:14]([Cl:13])(=[O:16])=[O:15])[CH:10]=[CH:11][C:6]=2[CH2:5][CH2:4][CH2:3][NH:2]1, predict the reactants needed to synthesize it. The reactants are: [C:1]1(=[O:12])[C:7]2[CH:8]=[CH:9][CH:10]=[CH:11][C:6]=2[CH2:5][CH2:4][CH2:3][NH:2]1.[Cl:13][S:14](O)(=[O:16])=[O:15]. (4) Given the product [CH3:23][O:24][CH2:25][CH2:26][CH2:27][CH2:28][S:29][C:30]1[CH:35]=[CH:34][NH:33][C:32](=[S:10])[C:31]=1[CH3:37], predict the reactants needed to synthesize it. The reactants are: COC1C=CC(P2(SP(C3C=CC(OC)=CC=3)(=S)S2)=[S:10])=CC=1.[CH3:23][O:24][CH2:25][CH2:26][CH2:27][CH2:28][S:29][C:30]1[CH:35]=[CH:34][NH:33][C:32](=O)[C:31]=1[CH3:37]. (5) Given the product [C:43]([N:42]([C:32]1[CH:33]=[CH:34][C:35]([N:36]2[CH2:41][CH2:40][O:39][CH2:38][CH2:37]2)=[C:30]([CH:31]=1)[CH2:29][O:18][C:15]1[CH:16]=[CH:17][C:12]([C:11]2[N:10]([CH3:19])[C:9]3[CH:20]=[C:21]([C:23]([O:25][CH2:26][CH3:27])=[O:24])[S:22][C:8]=3[C:7]=2[CH:1]2[CH2:2][CH2:3][CH2:4][CH2:5][CH2:6]2)=[CH:13][CH:14]=1)[CH3:46])(=[O:45])[CH3:44], predict the reactants needed to synthesize it. The reactants are: [CH:1]1([C:7]2[C:8]3[S:22][C:21]([C:23]([O:25][CH2:26][CH3:27])=[O:24])=[CH:20][C:9]=3[N:10]([CH3:19])[C:11]=2[C:12]2[CH:17]=[CH:16][C:15]([OH:18])=[CH:14][CH:13]=2)[CH2:6][CH2:5][CH2:4][CH2:3][CH2:2]1.Cl[CH2:29][C:30]1[CH:31]=[C:32]([N:42]([CH3:46])[C:43](=[O:45])[CH3:44])[CH:33]=[CH:34][C:35]=1[N:36]1[CH2:41][CH2:40][O:39][CH2:38][CH2:37]1.C(=O)([O-])[O-].[K+].[K+].C(OCC)(=O)C. (6) Given the product [Cl:1][C:2]1[N:3]=[CH:4][N:5]=[C:6]2[NH:20][N:21]=[C:8]([CH3:9])[C:7]=12, predict the reactants needed to synthesize it. The reactants are: [Cl:1][C:2]1[C:7]([C:8](=O)[CH3:9])=[C:6](Cl)[N:5]=[CH:4][N:3]=1.C(N(CC)CC)C.O.[NH2:20][NH2:21]. (7) Given the product [CH3:15][O:14][C:5]1[CH:6]=[C:7]([CH2:9][CH2:10][CH2:11][CH2:12][CH3:13])[CH:8]=[C:3]([O:2][CH3:1])[C:4]=1[C@@H:16]1[CH2:21][CH2:20][CH2:19][CH2:18][C@H:17]1[C:22]([O:24][CH3:25])=[O:23], predict the reactants needed to synthesize it. The reactants are: [CH3:1][O:2][C:3]1[CH:8]=[C:7]([CH2:9][CH2:10][CH2:11][CH2:12][CH3:13])[CH:6]=[C:5]([O:14][CH3:15])[C:4]=1[CH:16]1[CH2:21][CH2:20][CH2:19][CH2:18][CH:17]1[C:22]([O:24][CH3:25])=[O:23].[Na].C(O)(=O)C. (8) Given the product [CH3:12][N:13]1[C:1]([C:2]([Cl:4])=[O:3])=[C:16]([CH3:17])[C:15]([C:22]2[CH:27]=[CH:26][C:25]([O:28][CH2:29][C:30]3[CH:35]=[CH:34][CH:33]=[CH:32][C:31]=3[N:36]3[C:40](=[O:41])[N:39]([CH3:42])[N:38]=[N:37]3)=[C:24]([CH3:43])[CH:23]=2)=[N:14]1, predict the reactants needed to synthesize it. The reactants are: [C:1](Cl)(=O)[C:2]([Cl:4])=[O:3].CN(C)C=O.[CH3:12][N:13]1[C:17](C(O)=O)=[C:16](C)[C:15]([C:22]2[CH:27]=[CH:26][C:25]([O:28][CH2:29][C:30]3[CH:35]=[CH:34][CH:33]=[CH:32][C:31]=3[N:36]3[C:40](=[O:41])[N:39]([CH3:42])[N:38]=[N:37]3)=[C:24]([CH3:43])[CH:23]=2)=[N:14]1. (9) Given the product [C:38]([O:37][C:35]([N:32]1[CH2:33][CH2:34][CH:29]([C:26]2[CH:27]=[CH:28][C:23]([NH:22][C:14]3[N:13]=[C:12]([CH2:11][CH2:10][C:9]4[CH:42]=[C:43]([CH3:46])[CH:44]=[CH:45][C:8]=4[CH2:7][C:6]([OH:47])=[O:5])[C:17]([C:18]([F:20])([F:19])[F:21])=[CH:16][N:15]=3)=[CH:24][CH:25]=2)[CH2:30][CH2:31]1)=[O:36])([CH3:41])([CH3:39])[CH3:40], predict the reactants needed to synthesize it. The reactants are: O[Li].O.C[O:5][C:6](=[O:47])[CH2:7][C:8]1[CH:45]=[CH:44][C:43]([CH3:46])=[CH:42][C:9]=1[CH2:10][CH2:11][C:12]1[C:17]([C:18]([F:21])([F:20])[F:19])=[CH:16][N:15]=[C:14]([NH:22][C:23]2[CH:28]=[CH:27][C:26]([CH:29]3[CH2:34][CH2:33][N:32]([C:35]([O:37][C:38]([CH3:41])([CH3:40])[CH3:39])=[O:36])[CH2:31][CH2:30]3)=[CH:25][CH:24]=2)[N:13]=1.